Predict the reaction yield, written as a fraction of the theoretical maximum amount of product (1.0 means a 100% yield; for example, 0.34 means a 34% yield). From a dataset of Reaction yield outcomes from USPTO patents with 853,638 reactions. The reactants are [N+:1]([C:4]1[CH:14]=[CH:13][C:7]([O:8][CH2:9][C:10]([OH:12])=O)=[CH:6][CH:5]=1)([O-:3])=[O:2].Cl.C([N:18](CC)[CH2:19][CH3:20])C.CC[N:25]=C=NCCCN(C)C.Cl.C(N(C(C)C)CC)(C)C. The catalyst is C1COCC1. The product is [N+:1]([C:4]1[CH:5]=[CH:6][C:7]([O:8][CH2:9][C:10]2[O:12][N:25]=[C:19]([CH3:20])[N:18]=2)=[CH:13][CH:14]=1)([O-:3])=[O:2]. The yield is 0.600.